Dataset: Forward reaction prediction with 1.9M reactions from USPTO patents (1976-2016). Task: Predict the product of the given reaction. (1) Given the reactants Br[C:2]1[CH:7]=[CH:6][C:5]([O:8][CH3:9])=[C:4](C)[CH:3]=1.[Mg].[Br:12][CH2:13][CH2:14][CH2:15][CH2:16]Br.[Li+].[Cl-].[Cl-].[NH4+].[CH2:22]1COCC1, predict the reaction product. The product is: [Br:12][CH2:13][CH2:14][CH2:15][CH2:16][C:2]1[CH:3]=[CH:4][C:5]([O:8][CH3:9])=[CH:6][C:7]=1[CH3:22]. (2) Given the reactants [F:1][C:2]1[CH:24]=[C:23]([NH:25][C:26]([NH:28][C:29](=[O:37])[CH2:30][C:31]2[CH:36]=[CH:35][CH:34]=[CH:33][CH:32]=2)=[S:27])[CH:22]=[CH:21][C:3]=1[O:4][C:5]1[CH:10]=[CH:9][N:8]=[C:7]([NH:11][C:12]([N:14]2[CH2:19][CH2:18][C:17](=O)[CH2:16][CH2:15]2)=[O:13])[CH:6]=1.Cl.[CH3:39][NH:40][CH3:41].C(O[BH-](OC(=O)C)OC(=O)C)(=O)C.[Na+], predict the reaction product. The product is: [CH3:39][N:40]([CH3:41])[CH:17]1[CH2:18][CH2:19][N:14]([C:12]([NH:11][C:7]2[CH:6]=[C:5]([O:4][C:3]3[CH:21]=[CH:22][C:23]([NH:25][C:26]([NH:28][C:29](=[O:37])[CH2:30][C:31]4[CH:32]=[CH:33][CH:34]=[CH:35][CH:36]=4)=[S:27])=[CH:24][C:2]=3[F:1])[CH:10]=[CH:9][N:8]=2)=[O:13])[CH2:15][CH2:16]1. (3) Given the reactants C(C1OC(C(C2OC(CC)=CC=2)[C:9]2[CH:17]=[CH:16][C:15]([O:18][CH3:19])=[CH:14][C:10]=2[C:11](O)=[O:12])=CC=1)C.C1([N:33]=C=NC2CCCCC2)CCCCC1.N, predict the reaction product. The product is: [CH3:19][O:18][C:15]1[CH:16]=[CH:17][CH:9]=[C:10]([CH:14]=1)[C:11]([NH2:33])=[O:12].